From a dataset of Forward reaction prediction with 1.9M reactions from USPTO patents (1976-2016). Predict the product of the given reaction. (1) Given the reactants [NH:1]1[CH:5]=[CH:4][N:3]=[CH:2]1.CN(C=O)C.C1C=CC(P(C2C=CC=CC=2)C2C=CC=CC=2)=CC=1.[CH3:30][O:31][CH2:32][CH:33]([NH:35][C:36]([C:38]1[CH:39]=[C:40]([C:45]2[CH:50]=[CH:49][C:48]([CH3:51])=[CH:47][CH:46]=2)[CH:41]=[C:42](I)[CH:43]=1)=[O:37])[CH3:34], predict the reaction product. The product is: [CH3:30][O:31][CH2:32][CH:33]([NH:35][C:36]([C:38]1[CH:39]=[C:40]([C:45]2[CH:46]=[CH:47][C:48]([CH3:51])=[CH:49][CH:50]=2)[CH:41]=[C:42]([C:2]2[NH:1][CH:5]=[CH:4][N:3]=2)[CH:43]=1)=[O:37])[CH3:34]. (2) Given the reactants [Br:1][C:2]1[C:11]2[O:10][CH2:9][CH2:8][NH:7][C:6]=2[CH:5]=[C:4]([Cl:12])[CH:3]=1.NC1C=C(Cl)C=C(Br)C=1[OH:22].ClCC(Cl)=O, predict the reaction product. The product is: [Br:1][C:2]1[C:11]2[O:10][CH2:9][C:8](=[O:22])[NH:7][C:6]=2[CH:5]=[C:4]([Cl:12])[CH:3]=1.